From a dataset of Full USPTO retrosynthesis dataset with 1.9M reactions from patents (1976-2016). Predict the reactants needed to synthesize the given product. (1) Given the product [N:23]1([C:20]2[CH:21]=[CH:22][C:17]([CH:14]3[CH2:15][CH2:16][N:11]([C:9]([C:4]4[CH:5]=[CH:6][C:7]([CH3:8])=[C:2]([NH:1][C:39](=[O:40])[C:38]5[CH:42]=[CH:43][C:35]([Cl:34])=[N:36][CH:37]=5)[CH:3]=4)=[O:10])[CH2:12][CH2:13]3)=[CH:18][CH:19]=2)[CH:27]=[CH:26][N:25]=[CH:24]1, predict the reactants needed to synthesize it. The reactants are: [NH2:1][C:2]1[CH:3]=[C:4]([C:9]([N:11]2[CH2:16][CH2:15][CH:14]([C:17]3[CH:22]=[CH:21][C:20]([N:23]4[CH:27]=[CH:26][N:25]=[CH:24]4)=[CH:19][CH:18]=3)[CH2:13][CH2:12]2)=[O:10])[CH:5]=[CH:6][C:7]=1[CH3:8].N1C=CC=CC=1.[Cl:34][C:35]1[CH:43]=[CH:42][C:38]([C:39](Cl)=[O:40])=[CH:37][N:36]=1. (2) Given the product [CH2:1]([C:3]1[C:4]([NH:25][CH2:26][C@@H:27]([C:43]([OH:45])=[O:44])[NH:28][C:29]([O:31][CH2:32][C:33]23[CH2:34][CH:35]4[CH2:41][CH:39]([CH2:38][CH:37]([CH2:36]4)[CH2:42]2)[CH2:40]3)=[O:30])=[N:5][CH:6]=[N:7][C:8]=1[N:9]1[CH2:10][CH2:11][CH:12]([C:15]2[N:24]=[C:23]3[C:18]([CH2:19][CH2:20][CH2:21][NH:22]3)=[CH:17][CH:16]=2)[CH2:13][CH2:14]1)[CH3:2], predict the reactants needed to synthesize it. The reactants are: [CH2:1]([C:3]1[C:4]([NH:25][CH2:26][C@@H:27]([C:43]([O:45]C(C)(C)C)=[O:44])[NH:28][C:29]([O:31][CH2:32][C:33]23[CH2:42][CH:37]4[CH2:38][CH:39]([CH2:41][CH:35]([CH2:36]4)[CH2:34]2)[CH2:40]3)=[O:30])=[N:5][CH:6]=[N:7][C:8]=1[N:9]1[CH2:14][CH2:13][CH:12]([C:15]2[N:24]=[C:23]3[C:18]([CH2:19][CH2:20][CH2:21][NH:22]3)=[CH:17][CH:16]=2)[CH2:11][CH2:10]1)[CH3:2].FC(F)(F)C(O)=O.ClCCl.CO.O.C(O)(=O)C.C1(C)C=CC=CC=1. (3) Given the product [NH2:25][C:22]1[CH:23]=[CH:24][C:19]([C:17]([NH:16][C:11]2([CH3:15])[CH2:12][CH2:13][CH2:14][CH:9]([NH:8][C:5]3[N:4]=[C:3]([C:33]4[C:41]5[C:36](=[CH:37][CH:38]=[CH:39][CH:40]=5)[NH:35][CH:34]=4)[C:2]([Cl:1])=[CH:7][N:6]=3)[CH2:10]2)=[O:18])=[CH:20][CH:21]=1, predict the reactants needed to synthesize it. The reactants are: [Cl:1][C:2]1[C:3]([C:33]2[C:41]3[C:36](=[CH:37][CH:38]=[CH:39][CH:40]=3)[NH:35][CH:34]=2)=[N:4][C:5]([NH:8][CH:9]2[CH2:14][CH2:13][CH2:12][C:11]([NH:16][C:17]([C:19]3[CH:24]=[CH:23][C:22]([NH:25]C(=O)OC(C)(C)C)=[CH:21][CH:20]=3)=[O:18])([CH3:15])[CH2:10]2)=[N:6][CH:7]=1.Cl.O1CCOCC1. (4) Given the product [Cl:1][C:2]1[CH:15]=[C:14]([F:16])[C:13]([N:17]2[C:22](=[O:23])[CH:21]=[C:20]([C:24]([F:25])([F:26])[F:27])[N:19]([CH3:28])[C:18]2=[O:29])=[CH:12][C:3]=1[O:4][C:5]1[CH:6]=[C:7]([CH:8]=[CH:9][CH:10]=1)[O:11][CH2:37][C:38]([O:40][CH3:41])=[O:39], predict the reactants needed to synthesize it. The reactants are: [Cl:1][C:2]1[CH:15]=[C:14]([F:16])[C:13]([N:17]2[C:22](=[O:23])[CH:21]=[C:20]([C:24]([F:27])([F:26])[F:25])[N:19]([CH3:28])[C:18]2=[O:29])=[CH:12][C:3]=1[O:4][C:5]1[CH:6]=[C:7]([OH:11])[CH:8]=[CH:9][CH:10]=1.C(=O)([O-])[O-].[K+].[K+].Br[CH2:37][C:38]([O:40][CH3:41])=[O:39]. (5) The reactants are: [NH2:1][C:2]1[CH:7]=[C:6]([O:8][C:9]2[CH:14]=[CH:13][C:12]([NH2:15])=[C:11]([Cl:16])[CH:10]=2)[CH:5]=[CH:4][N:3]=1.[CH2:17]([N:19]([CH2:22][CH3:23])[CH2:20]C)[CH3:18].ClC(OC1C=CC=CC=1)=[S:26].N1CCCC1. Given the product [NH2:15][C:12]1[CH:13]=[CH:14][C:9]([O:8][C:6]2[CH:5]=[CH:4][N:3]=[C:2]([NH:1][C:20]([N:19]3[CH2:22][CH2:23][CH2:18][CH2:17]3)=[S:26])[CH:7]=2)=[CH:10][C:11]=1[Cl:16], predict the reactants needed to synthesize it. (6) Given the product [Cl:17][C:15]1[N:14]=[C:13]([O:18][CH2:19][CH3:20])[N:12]=[C:11]([NH:21][C:22]2[CH:31]=[CH:30][C:25]3[NH:26][C:27](=[O:29])[NH:28][C:24]=3[CH:23]=2)[N:16]=1, predict the reactants needed to synthesize it. The reactants are: CCN(C(C)C)C(C)C.Cl[C:11]1[N:16]=[C:15]([Cl:17])[N:14]=[C:13]([O:18][CH2:19][CH3:20])[N:12]=1.[NH2:21][C:22]1[CH:31]=[CH:30][C:25]2[NH:26][C:27](=[O:29])[NH:28][C:24]=2[CH:23]=1. (7) Given the product [CH2:38]([O:37][C:34]1[CH:33]=[CH:32][C:31]([CH:30]([NH2:29])[C:60]2[CH:65]=[CH:64][C:63]([O:66][CH2:67][CH2:68][CH2:69][CH2:70][CH2:71][CH2:72][CH2:73][CH2:74][CH2:75][CH2:76][CH2:77][CH2:78][CH2:79][CH2:80][CH2:81][CH2:82][CH2:83][CH2:84][CH2:85][CH2:86][CH2:87][CH3:88])=[CH:62][CH:61]=2)=[CH:36][CH:35]=1)[CH2:39][CH2:40][CH2:41][CH2:42][CH2:43][CH2:44][CH2:45][CH2:46][CH2:47][CH2:48][CH2:49][CH2:50][CH2:51][CH2:52][CH2:53][CH2:54][CH2:55][CH2:56][CH2:57][CH2:58][CH3:59], predict the reactants needed to synthesize it. The reactants are: C1CCN2C(=NCCC2)CC1.C([NH:29][CH:30]([C:60]1[CH:65]=[CH:64][C:63]([O:66][CH2:67][CH2:68][CH2:69][CH2:70][CH2:71][CH2:72][CH2:73][CH2:74][CH2:75][CH2:76][CH2:77][CH2:78][CH2:79][CH2:80][CH2:81][CH2:82][CH2:83][CH2:84][CH2:85][CH2:86][CH2:87][CH3:88])=[CH:62][CH:61]=1)[C:31]1[CH:36]=[CH:35][C:34]([O:37][CH2:38][CH2:39][CH2:40][CH2:41][CH2:42][CH2:43][CH2:44][CH2:45][CH2:46][CH2:47][CH2:48][CH2:49][CH2:50][CH2:51][CH2:52][CH2:53][CH2:54][CH2:55][CH2:56][CH2:57][CH2:58][CH3:59])=[CH:33][CH:32]=1)(OCC1C2C(=CC=CC=2)C2C1=CC=CC=2)=O.Cl. (8) Given the product [O:3]=[C:4]1[N:10]([CH:11]2[CH2:12][CH2:13][N:14]([C:17]([O:19][C@H:20]([CH2:43][C:44]3[CH:49]=[C:48]([C:50]([F:52])([F:53])[F:51])[C:47]([NH2:54])=[C:46]([Cl:55])[CH:45]=3)[C:21]([N:23]3[CH2:28][CH2:27][N:26]([CH:29]4[CH2:35][CH:34]5[N:36]([CH2:60][C:64]([OH:2])=[O:63])[CH:31]([CH2:32][CH2:33]5)[CH2:30]4)[CH2:25][CH2:24]3)=[O:22])=[O:18])[CH2:15][CH2:16]2)[CH2:9][CH2:8][C:7]2[CH:56]=[CH:57][CH:58]=[CH:59][C:6]=2[NH:5]1, predict the reactants needed to synthesize it. The reactants are: [Li+].[OH-:2].[O:3]=[C:4]1[N:10]([CH:11]2[CH2:16][CH2:15][N:14]([C:17]([O:19][C@H:20]([CH2:43][C:44]3[CH:49]=[C:48]([C:50]([F:53])([F:52])[F:51])[C:47]([NH2:54])=[C:46]([Cl:55])[CH:45]=3)[C:21]([N:23]3[CH2:28][CH2:27][N:26]([CH:29]4[CH2:35][CH:34]5[N:36](C(OCC)=O)[C:31](C)([CH2:32][CH2:33]5)[CH2:30]4)[CH2:25][CH2:24]3)=[O:22])=[O:18])[CH2:13][CH2:12]2)[CH2:9][CH2:8][C:7]2[CH:56]=[CH:57][CH:58]=[CH:59][C:6]=2[NH:5]1.[CH2:60]1[CH2:64][O:63]CC1. (9) Given the product [F:39][C:38]([F:41])([F:40])[S:35]([O:1][C:2]1[CH2:16][CH:5]2[CH2:6][N:7]([C:9]([O:11][C:12]([CH3:13])([CH3:15])[CH3:14])=[O:10])[CH2:8][CH:4]2[CH:3]=1)(=[O:37])=[O:36], predict the reactants needed to synthesize it. The reactants are: [O:1]=[C:2]1[CH2:16][CH:5]2[CH2:6][N:7]([C:9]([O:11][C:12]([CH3:15])([CH3:14])[CH3:13])=[O:10])[CH2:8][CH:4]2[CH2:3]1.[Li+].C[Si]([N-][Si](C)(C)C)(C)C.ClC1C=CC(N([S:35]([C:38]([F:41])([F:40])[F:39])(=[O:37])=[O:36])[S:35]([C:38]([F:41])([F:40])[F:39])(=[O:37])=[O:36])=NC=1. (10) Given the product [ClH:7].[N:8]12[CH2:15][CH2:14][CH:11]([CH2:12][CH2:13]1)[C@@H:10]([NH:16][C:17]([C:19]1[O:20][C:21]3[C:27]([C:36]4[CH:37]=[C:32]([CH:33]=[CH:34][CH:35]=4)[C:29]([OH:31])=[O:30])=[CH:26][CH:25]=[CH:24][C:22]=3[CH:23]=1)=[O:18])[CH2:9]2, predict the reactants needed to synthesize it. The reactants are: C(=O)([O-])[O-].[Na+].[Na+].[ClH:7].[N:8]12[CH2:15][CH2:14][CH:11]([CH2:12][CH2:13]1)[C@@H:10]([NH:16][C:17]([C:19]1[O:20][C:21]3[C:27](Br)=[CH:26][CH:25]=[CH:24][C:22]=3[CH:23]=1)=[O:18])[CH2:9]2.[C:29]([C:32]1[CH:33]=[C:34](B(O)O)[CH:35]=[CH:36][CH:37]=1)([OH:31])=[O:30].